This data is from Reaction yield outcomes from USPTO patents with 853,638 reactions. The task is: Predict the reaction yield, written as a fraction of the theoretical maximum amount of product (1.0 means a 100% yield; for example, 0.34 means a 34% yield). (1) The reactants are [F:1][C:2]1([CH2:18][F:19])[CH2:6][N:5]([C:7]([O:9][C:10]([CH3:13])([CH3:12])[CH3:11])=[O:8])[C@H:4]([C:14]([O:16]C)=[O:15])[CH2:3]1.[Li+].[OH-]. The catalyst is O1CCCC1.O. The product is [C:10]([O:9][C:7]([N:5]1[CH2:6][C:2]([F:1])([CH2:18][F:19])[CH2:3][C@H:4]1[C:14]([OH:16])=[O:15])=[O:8])([CH3:13])([CH3:11])[CH3:12]. The yield is 0.970. (2) The reactants are Cl.[NH:2]1[CH2:5][CH:4]([NH:6][C:7]2[C:12]([F:13])=[CH:11][N:10]=[C:9]([C:14]3[C:22]4[C:17](=[N:18][CH:19]=[C:20]([Cl:23])[CH:21]=4)[N:16]([S:24]([C:27]4[CH:33]=[CH:32][C:30]([CH3:31])=[CH:29][CH:28]=4)(=[O:26])=[O:25])[CH:15]=3)[N:8]=2)[CH2:3]1.CCN(C(C)C)C(C)C.[CH2:43]([S:46](Cl)(=[O:48])=[O:47])[CH2:44][CH3:45].N1CCOCC1. The catalyst is C1COCC1. The product is [Cl:23][C:20]1[CH:21]=[C:22]2[C:14]([C:9]3[N:8]=[C:7]([NH:6][CH:4]4[CH2:3][N:2]([S:46]([CH2:43][CH2:44][CH3:45])(=[O:48])=[O:47])[CH2:5]4)[C:12]([F:13])=[CH:11][N:10]=3)=[CH:15][N:16]([S:24]([C:27]3[CH:33]=[CH:32][C:30]([CH3:31])=[CH:29][CH:28]=3)(=[O:26])=[O:25])[C:17]2=[N:18][CH:19]=1. The yield is 0.430. (3) The reactants are [NH2:1][C:2]1[N:3]([CH3:22])[C:4](=[O:21])[C@@:5]2([N:20]=1)[C:14]1[CH:13]=[C:12](Br)[CH:11]=[CH:10][C:9]=1[O:8][C@H:7]1[CH2:16][CH2:17][CH2:18][O:19][C@H:6]21.[Cl:23][C:24]1[CH:25]=[C:26](B(O)O)[CH:27]=[N:28][CH:29]=1.FC1C(B(O)O)=CC=CN=1. No catalyst specified. The product is [NH2:1][C:2]1[N:3]([CH3:22])[C:4](=[O:21])[C@@:5]2([N:20]=1)[C:14]1[CH:13]=[C:12]([C:26]3[CH:27]=[N:28][CH:29]=[C:24]([Cl:23])[CH:25]=3)[CH:11]=[CH:10][C:9]=1[O:8][C@H:7]1[CH2:16][CH2:17][CH2:18][O:19][C@H:6]21. The yield is 0.120. (4) The reactants are [CH2:1]([O:4][CH2:5][C:6]([CH2:17][OH:18])([CH2:12][O:13][CH2:14][CH:15]=[CH2:16])[CH2:7][O:8][CH2:9][CH:10]=[CH2:11])[CH:2]=[CH2:3].[H-].[Na+].[CH2:21](Br)[CH:22]=[CH2:23]. The catalyst is C1COCC1. The product is [CH2:9]([O:8][CH2:7][C:6]([CH2:17][O:18][CH2:23][CH:22]=[CH2:21])([CH2:12][O:13][CH2:14][CH:15]=[CH2:16])[CH2:5][O:4][CH2:1][CH:2]=[CH2:3])[CH:10]=[CH2:11]. The yield is 0.995.